From a dataset of Reaction yield outcomes from USPTO patents with 853,638 reactions. Predict the reaction yield, written as a fraction of the theoretical maximum amount of product (1.0 means a 100% yield; for example, 0.34 means a 34% yield). (1) The yield is 0.490. The reactants are [O:1]=[C:2]1[CH2:6][CH2:5][CH2:4][N:3]1[C:7]1[CH:8]=[C:9]([CH:23]=[CH:24][CH:25]=1)[CH2:10][NH:11][C:12]([C:14]1[C:15]2[CH:16]=[CH:17][NH:18][C:19]=2[CH:20]=[CH:21][CH:22]=1)=[O:13].[NH2:26][C:27]1[N:32]=[C:31](Cl)[CH:30]=[CH:29][N:28]=1.NC1N=C(N2C3C(=C(NC(=O)CC4C=CC=C(OC)C=4)C=CC=3)C=C2)C=CN=1. The product is [NH2:26][C:27]1[N:32]=[C:31]([N:18]2[C:19]3[CH:20]=[CH:21][CH:22]=[C:14]([C:12]([NH:11][CH2:10][C:9]4[CH:23]=[CH:24][CH:25]=[C:7]([N:3]5[CH2:4][CH2:5][CH2:6][C:2]5=[O:1])[CH:8]=4)=[O:13])[C:15]=3[CH:16]=[CH:17]2)[CH:30]=[CH:29][N:28]=1. The catalyst is O. (2) The reactants are [Br:1][C:2]1[CH:3]=[C:4]2[C:8](=[CH:9][CH:10]=1)[C@:7]([NH:18]C(=O)C(F)(F)F)([C:11]([O:13]CCCC)=[O:12])[CH2:6][CH2:5]2.Cl. The catalyst is CCO. The product is [NH2:18][C@:7]1([C:11]([OH:13])=[O:12])[C:8]2[C:4](=[CH:3][C:2]([Br:1])=[CH:10][CH:9]=2)[CH2:5][CH2:6]1. The yield is 0.830.